This data is from CYP2D6 inhibition data for predicting drug metabolism from PubChem BioAssay. The task is: Regression/Classification. Given a drug SMILES string, predict its absorption, distribution, metabolism, or excretion properties. Task type varies by dataset: regression for continuous measurements (e.g., permeability, clearance, half-life) or binary classification for categorical outcomes (e.g., BBB penetration, CYP inhibition). Dataset: cyp2d6_veith. The result is 0 (non-inhibitor). The molecule is CCCC/C=C/C(NC(=O)c1ccc(-c2ccccc2)cc1)c1ccccc1.